Dataset: Reaction yield outcomes from USPTO patents with 853,638 reactions. Task: Predict the reaction yield, written as a fraction of the theoretical maximum amount of product (1.0 means a 100% yield; for example, 0.34 means a 34% yield). The reactants are [Br:1][C:2]1[CH:10]=[C:6]([C:7]([OH:9])=O)[C:5]([OH:11])=[CH:4][CH:3]=1.[Cl:12][C:13]1[CH:19]=[C:18]([C:20]([F:23])([F:22])[F:21])[CH:17]=[CH:16][C:14]=1[NH2:15]. No catalyst specified. The product is [Br:1][C:2]1[CH:3]=[CH:4][C:5]([OH:11])=[C:6]([CH:10]=1)[C:7]([NH:15][C:14]1[CH:16]=[CH:17][C:18]([C:20]([F:21])([F:22])[F:23])=[CH:19][C:13]=1[Cl:12])=[O:9]. The yield is 0.349.